From a dataset of Forward reaction prediction with 1.9M reactions from USPTO patents (1976-2016). Predict the product of the given reaction. (1) Given the reactants [Cl:1][C:2]1[CH:7]=[CH:6][N:5]=[C:4]2[CH:8]=[C:9]([C:11]([O-:13])=O)[S:10][C:3]=12.[Li+].[C:15]([O:19][C:20]([N:22]1[CH2:27][CH2:26][NH:25][CH2:24][CH2:23]1)=[O:21])([CH3:18])([CH3:17])[CH3:16], predict the reaction product. The product is: [C:15]([O:19][C:20]([N:22]1[CH2:27][CH2:26][N:25]([C:11]([C:9]2[S:10][C:3]3[C:4](=[N:5][CH:6]=[CH:7][C:2]=3[Cl:1])[CH:8]=2)=[O:13])[CH2:24][CH2:23]1)=[O:21])([CH3:18])([CH3:16])[CH3:17]. (2) Given the reactants [NH:1]1[CH2:6][CH2:5][C:4]2([O:11][C:10]3[C:12]4[C:17]([C:18](=[O:21])[C:19](=[O:20])[C:9]=3[S:8][CH2:7]2)=[CH:16][CH:15]=[CH:14][CH:13]=4)[CH2:3][CH2:2]1.[CH2:22]([C@H:29]1[CH2:31][O:30]1)[C:23]1[CH:28]=[CH:27][CH:26]=[CH:25][CH:24]=1, predict the reaction product. The product is: [OH:30][C@@H:29]([CH2:22][C:23]1[CH:28]=[CH:27][CH:26]=[CH:25][CH:24]=1)[CH2:31][N:1]1[CH2:2][CH2:3][C:4]2([O:11][C:10]3[C:12]4[C:17]([C:18](=[O:21])[C:19](=[O:20])[C:9]=3[S:8][CH2:7]2)=[CH:16][CH:15]=[CH:14][CH:13]=4)[CH2:5][CH2:6]1. (3) The product is: [Cl:7][CH2:8][CH2:9][CH:10]([C:14]1[CH:19]=[C:18]([F:20])[C:17]([F:21])=[C:16]([F:22])[CH:15]=1)[C:11]([Cl:4])=[O:12]. Given the reactants C(Cl)(=O)C([Cl:4])=O.[Cl:7][CH2:8][CH2:9][CH:10]([C:14]1[CH:19]=[C:18]([F:20])[C:17]([F:21])=[C:16]([F:22])[CH:15]=1)[C:11](O)=[O:12], predict the reaction product. (4) Given the reactants Br[C:2]1[CH:7]=[CH:6][CH:5]=[CH:4][C:3]=1[O:8][CH3:9].[S:10]1[CH:14]=[CH:13][N:12]=[C:11]1[NH:15][S:16]([C:19]1[CH:20]=[CH:21][C:22]2[NH:27][CH2:26][CH2:25][O:24][C:23]=2[CH:28]=1)(=[O:18])=[O:17].CC1(C)C2C(=C(P(C3C=CC=CC=3)C3C=CC=CC=3)C=CC=2)OC2C(P(C3C=CC=CC=3)C3C=CC=CC=3)=CC=CC1=2.CC(C)([O-])C.[Na+], predict the reaction product. The product is: [CH3:9][O:8][C:3]1[CH:4]=[CH:5][CH:6]=[CH:7][C:2]=1[N:27]1[CH2:26][CH2:25][O:24][C:23]2[CH:28]=[C:19]([S:16]([NH:15][C:11]3[S:10][CH:14]=[CH:13][N:12]=3)(=[O:18])=[O:17])[CH:20]=[CH:21][C:22]1=2.